This data is from Reaction yield outcomes from USPTO patents with 853,638 reactions. The task is: Predict the reaction yield, written as a fraction of the theoretical maximum amount of product (1.0 means a 100% yield; for example, 0.34 means a 34% yield). (1) The reactants are [CH2:1]1[CH:10]2[N:5]([CH2:6][CH2:7][CH2:8][CH2:9]2)[CH2:4][CH:3]([C:11](OCC)=[O:12])[CH2:2]1.[H-].[Al+3].[Li+].[H-].[H-].[H-].C(OCC)(=O)C.[OH-].[Na+]. The catalyst is O1CCCC1.O. The product is [CH2:1]1[CH:10]2[N:5]([CH2:6][CH2:7][CH2:8][CH2:9]2)[CH2:4][CH:3]([CH2:11][OH:12])[CH2:2]1. The yield is 0.880. (2) The yield is 0.880. The product is [CH3:11][O:7][C:6]([C:2]1[NH:1][CH:5]=[CH:4][CH:3]=1)=[O:8]. The catalyst is C(OCC)C. The reactants are [NH:1]1[CH:5]=[CH:4][CH:3]=[C:2]1[C:6]([OH:8])=[O:7].[N+](=[CH2:11])=[N-].C(O)(=O)C. (3) The reactants are S(Cl)(Cl)=O.[OH:5][CH2:6][CH2:7][CH2:8][N:9]1[CH:14]=[CH:13][CH:12]=[CH:11][C:10]1=[O:15].[Cl:16][C:17]1[CH:36]=[CH:35][C:20]([NH:21][C:22]2[C:31]3[C:26](=[CH:27][C:28](O)=[C:29]([O:32][CH3:33])[CH:30]=3)[N:25]=[CH:24][N:23]=2)=[C:19]([F:37])[CH:18]=1.C(=O)([O-])[O-].[K+].[K+]. The catalyst is ClC(Cl)Cl.CN1C(=O)CCC1.O. The product is [Cl:16][C:17]1[CH:36]=[CH:35][C:20]([NH:21][C:22]2[C:31]3[C:26](=[CH:27][C:28]([O:5][CH2:6][CH2:7][CH2:8][N:9]4[CH:14]=[CH:13][CH:12]=[CH:11][C:10]4=[O:15])=[C:29]([O:32][CH3:33])[CH:30]=3)[N:25]=[CH:24][N:23]=2)=[C:19]([F:37])[CH:18]=1. The yield is 0.500.